Dataset: Peptide-MHC class I binding affinity with 185,985 pairs from IEDB/IMGT. Task: Regression. Given a peptide amino acid sequence and an MHC pseudo amino acid sequence, predict their binding affinity value. This is MHC class I binding data. (1) The peptide sequence is SYFVASFRLF. The MHC is HLA-B18:01 with pseudo-sequence HLA-B18:01. The binding affinity (normalized) is 0.321. (2) The peptide sequence is KMAVEVGSI. The MHC is HLA-B15:03 with pseudo-sequence HLA-B15:03. The binding affinity (normalized) is 0.462. (3) The binding affinity (normalized) is 0.703. The MHC is HLA-A31:01 with pseudo-sequence HLA-A31:01. The peptide sequence is RAKWNNTLK. (4) The peptide sequence is MMWYWGPSLY. The MHC is HLA-A68:01 with pseudo-sequence HLA-A68:01. The binding affinity (normalized) is 0.385. (5) The peptide sequence is ITTESIVIW. The MHC is HLA-B42:01 with pseudo-sequence HLA-B42:01. The binding affinity (normalized) is 0.121. (6) The peptide sequence is PYLFWLAAI. The MHC is HLA-B35:01 with pseudo-sequence HLA-B35:01. The binding affinity (normalized) is 0. (7) The peptide sequence is RVYEALYYV. The MHC is HLA-A03:01 with pseudo-sequence HLA-A03:01. The binding affinity (normalized) is 0.392.